Dataset: Catalyst prediction with 721,799 reactions and 888 catalyst types from USPTO. Task: Predict which catalyst facilitates the given reaction. (1) Reactant: Cl[C:2]1[C:7]([N+:8]([O-:10])=[O:9])=[C:6]([O:11][CH:12]([CH2:15][CH3:16])[CH2:13][CH3:14])[CH:5]=[C:4]([CH3:17])[N:3]=1.[CH3:18][C:19]1[CH:24]=[C:23]([CH3:25])[CH:22]=[C:21]([CH3:26])[C:20]=1[OH:27].CC(C)([O-])C.[K+]. Product: [CH2:13]([CH:12]([O:11][C:6]1[CH:5]=[C:4]([CH3:17])[N:3]=[C:2]([O:27][C:20]2[C:21]([CH3:26])=[CH:22][C:23]([CH3:25])=[CH:24][C:19]=2[CH3:18])[C:7]=1[N+:8]([O-:10])=[O:9])[CH2:15][CH3:16])[CH3:14]. The catalyst class is: 1. (2) Reactant: [Br:1][C:2]1[C:23]([O:24][CH3:25])=[CH:22][C:5]2[CH:6]3[N:11]([CH:12]([CH2:14][CH3:15])[CH2:13][C:4]=2[CH:3]=1)[CH:10]=[C:9]([C:16]([O:18][CH2:19][CH3:20])=[O:17])[C:8](=[O:21])[CH2:7]3.C1(Cl)C(=O)C(Cl)=C(Cl)C(=O)C=1Cl. Product: [Br:1][C:2]1[C:23]([O:24][CH3:25])=[CH:22][C:5]2[C:6]3[N:11]([CH:12]([CH2:14][CH3:15])[CH2:13][C:4]=2[CH:3]=1)[CH:10]=[C:9]([C:16]([O:18][CH2:19][CH3:20])=[O:17])[C:8](=[O:21])[CH:7]=3. The catalyst class is: 57. (3) Reactant: Br[C:2]1[CH:10]=[CH:9][C:8]2[C:4](=[C:5]([CH3:12])[N:6]([CH3:11])[N:7]=2)[CH:3]=1.[CH2:13]([O:20][C:21]1[CH:26]=[CH:25][NH:24][C:23](=[O:27])[CH:22]=1)[C:14]1[CH:19]=[CH:18][CH:17]=[CH:16][CH:15]=1.C(=O)([O-])[O-].[K+].[K+].CNCCNC.N. Product: [CH2:13]([O:20][C:21]1[CH:26]=[CH:25][N:24]([C:2]2[CH:10]=[CH:9][C:8]3[C:4](=[C:5]([CH3:12])[N:6]([CH3:11])[N:7]=3)[CH:3]=2)[C:23](=[O:27])[CH:22]=1)[C:14]1[CH:15]=[CH:16][CH:17]=[CH:18][CH:19]=1. The catalyst class is: 156. (4) Reactant: [F:1][C:2]1[CH:3]=[C:4]([S:8][C:9]2[CH:10]=[C:11]([C:16]3[CH:21]=[CH:20][CH:19]=[CH:18][CH:17]=3)[CH:12]=[CH:13][C:14]=2[OH:15])[CH:5]=[CH:6][CH:7]=1.C(=O)([O-])[O-].[K+].[K+].C1(=O)O[CH2:31][CH2:30][O:29]1.Cl. Product: [F:1][C:2]1[CH:3]=[C:4]([S:8][C:9]2[CH:10]=[C:11]([C:16]3[CH:17]=[CH:18][CH:19]=[CH:20][CH:21]=3)[CH:12]=[CH:13][C:14]=2[O:15][CH2:31][CH2:30][OH:29])[CH:5]=[CH:6][CH:7]=1. The catalyst class is: 3. (5) Product: [C:25]([OH:31])([C:27]([F:30])([F:29])[F:28])=[O:26].[C:68](=[O:67])([O-:69])[NH2:70]. The catalyst class is: 121. Reactant: CN(C(ON1N=NC2C=CC=NC1=2)=[N+](C)C)C.F[P-](F)(F)(F)(F)F.[C:25]([OH:31])([C:27]([F:30])([F:29])[F:28])=[O:26].N1CCC[C@H]1C1NC(C#CC2C=CC3C(=CC=C(C#CC4NC([C@@H]5CCCN5)=NC=4)C=3)C=2)=CN=1.C[O:67][C:68]([NH:70][C@@H](C(C)C)C(O)=O)=[O:69]. (6) Reactant: [NH2:1][C:2]1[CH:3]=[N:4][CH:5]=[CH:6][C:7]=1[C@H:8]1[CH2:24][C@H:12]2[N:13]([C:17]([O:19][C:20]([CH3:23])([CH3:22])[CH3:21])=[O:18])[C:14](=[O:16])[O:15][C@H:11]2[C@@H:10]([CH3:25])[CH2:9]1.[C:26](N1C=CN=C1)(N1C=CN=C1)=[S:27]. Product: [N:1]([C:2]1[CH:3]=[N:4][CH:5]=[CH:6][C:7]=1[C@H:8]1[CH2:24][C@H:12]2[N:13]([C:17]([O:19][C:20]([CH3:21])([CH3:23])[CH3:22])=[O:18])[C:14](=[O:16])[O:15][C@H:11]2[C@@H:10]([CH3:25])[CH2:9]1)=[C:26]=[S:27]. The catalyst class is: 7. (7) Reactant: C([O:8][C:9](=[O:65])[CH2:10][C:11]1([CH2:54][C:55](=[O:64])[O:56]CC2C=CC=CC=2)[O:15][N:14]=[C:13]([C:16]2[CH:21]=[C:20]([O:22][C:23](=[O:33])[C:24]3[CH:29]=[CH:28][C:27]([N+:30]([O-])=O)=[CH:26][CH:25]=3)[CH:19]=[CH:18][C:17]=2[CH2:34][CH2:35][C:36]([N:38]2[CH2:43][CH2:42][CH:41]([C:44]([O:46]CC3C=CC=CC=3)=[O:45])[CH2:40][CH2:39]2)=[O:37])[CH2:12]1)C1C=CC=CC=1. Product: [NH2:30][C:27]1[CH:26]=[CH:25][C:24]([C:23]([O:22][C:20]2[CH:19]=[CH:18][C:17]([CH2:34][CH2:35][C:36]([N:38]3[CH2:43][CH2:42][CH:41]([C:44]([OH:46])=[O:45])[CH2:40][CH2:39]3)=[O:37])=[C:16]([C:13]3[CH2:12][C:11]([CH2:10][C:9]([OH:65])=[O:8])([CH2:54][C:55]([OH:64])=[O:56])[O:15][N:14]=3)[CH:21]=2)=[O:33])=[CH:29][CH:28]=1. The catalyst class is: 354.